From a dataset of Forward reaction prediction with 1.9M reactions from USPTO patents (1976-2016). Predict the product of the given reaction. (1) Given the reactants [NH2:1][CH2:2][CH2:3][CH2:4][OH:5].C([O-])([O-])=O.[Na+].[Na+].[CH:12]1[CH:17]=[CH:16][C:15]([CH2:18][O:19][C:20](Cl)=[O:21])=[CH:14][CH:13]=1.C(Cl)Cl, predict the reaction product. The product is: [OH:5][CH2:4][CH2:3][CH2:2][NH:1][C:20](=[O:21])[O:19][CH2:18][C:15]1[CH:16]=[CH:17][CH:12]=[CH:13][CH:14]=1. (2) Given the reactants C(NC(C)C)(C)C.C([Li])CCC.[CH3:13][C:14]1[CH:19]=[CH:18][CH:17]=[CH:16][N:15]=1.[CH3:20][O:21][CH2:22][N:23]1[C:28]2[CH:29]=[C:30]([C:33](OC)=[O:34])[CH:31]=[CH:32][C:27]=2[S:26][C:25]2[N:37]=[CH:38][CH:39]=[N:40][C:24]1=2.[Cl-].[NH4+], predict the reaction product. The product is: [CH3:20][O:21][CH2:22][N:23]1[C:28]2[CH:29]=[C:30]([C:33]([CH2:13][C:14]3[CH:19]=[CH:18][CH:17]=[CH:16][N:15]=3)=[O:34])[CH:31]=[CH:32][C:27]=2[S:26][C:25]2[N:37]=[CH:38][CH:39]=[N:40][C:24]1=2. (3) Given the reactants [CH2:1]([C:15]1[CH:20]=[CH:19][CH:18]=[CH:17][CH:16]=1)[CH2:2][CH2:3][CH2:4][CH2:5][CH2:6][CH2:7][CH2:8][CH2:9][CH2:10][CH2:11][CH2:12][CH2:13][CH3:14].[CH:21]([S:35]([OH:38])(=[O:37])=[O:36])=[CH:22][CH2:23][CH2:24][CH2:25][CH2:26][CH2:27][CH2:28][CH2:29][CH2:30][CH2:31][CH2:32][CH2:33][CH3:34], predict the reaction product. The product is: [CH2:1]([C:15]1[CH:16]=[CH:17][CH:18]=[CH:19][C:20]=1[CH2:34][CH2:33][CH2:32][CH2:31][CH2:30][CH2:29][CH2:28][CH2:27][CH2:26][CH2:25][CH2:24][CH2:23][CH2:22][CH2:21][S:35]([OH:38])(=[O:37])=[O:36])[CH2:2][CH2:3][CH2:4][CH2:5][CH2:6][CH2:7][CH2:8][CH2:9][CH2:10][CH2:11][CH2:12][CH2:13][CH3:14]. (4) Given the reactants [F:1][C:2]1[C:7]([NH2:8])=[CH:6][CH:5]=[CH:4][C:3]=1[NH:9][CH:10]1[CH2:15][CH2:14]N(C)CC1.[Cl:17][C:18]1[CH:26]=[C:25]([F:27])[CH:24]=[CH:23][C:19]=1[C:20](Cl)=[O:21], predict the reaction product. The product is: [Cl:17][C:18]1[CH:26]=[C:25]([F:27])[CH:24]=[CH:23][C:19]=1[C:20]([NH:8][C:7]1[CH:6]=[CH:5][CH:4]=[C:3]([NH:9][CH:10]2[CH2:15][CH2:14][CH2:2][CH2:3][N:9]2[CH3:10])[C:2]=1[F:1])=[O:21]. (5) Given the reactants [C:1]([O:5][C:6]([N:8]1[CH2:16][C:15]2[C:10](=[CH:11][CH:12]=[C:13]([C:17]([OH:19])=O)[CH:14]=2)[CH2:9]1)=[O:7])([CH3:4])([CH3:3])[CH3:2].C1C=CC2N(O)N=NC=2C=1.C1CCC(N=C=NC2CCCCC2)CC1.CCN(C(C)C)C(C)C.[Cl:54][C:55]1[CH:56]=[C:57]([CH:62]=[CH:63][C:64]=1[O:65][CH:66]([CH3:68])[CH3:67])/[C:58](=[N:60]/O)/[NH2:59], predict the reaction product. The product is: [Cl:54][C:55]1[CH:56]=[C:57]([C:58]2[N:60]=[C:17]([C:13]3[CH:14]=[C:15]4[C:10](=[CH:11][CH:12]=3)[CH2:9][N:8]([C:6]([O:5][C:1]([CH3:2])([CH3:3])[CH3:4])=[O:7])[CH2:16]4)[O:19][N:59]=2)[CH:62]=[CH:63][C:64]=1[O:65][CH:66]([CH3:68])[CH3:67]. (6) Given the reactants [H-].[H-].[H-].[H-].[Li+].[Al+3].[C:7]([O:11][C:12](=[O:28])[N:13]([CH2:15][C@H:16]1[CH2:21][CH2:20][C@H:19]([C:22](=[O:27])N(OC)C)[CH2:18][CH2:17]1)[CH3:14])([CH3:10])([CH3:9])[CH3:8].OS([O-])(=O)=O.[K+], predict the reaction product. The product is: [C:7]([O:11][C:12](=[O:28])[N:13]([CH2:15][C@H:16]1[CH2:21][CH2:20][C@H:19]([CH:22]=[O:27])[CH2:18][CH2:17]1)[CH3:14])([CH3:8])([CH3:10])[CH3:9]. (7) The product is: [CH:11]1[C:12]2[C:16]3[CH:17]=[CH:18][CH:19]=[CH:20][C:15]=3[S:14][C:13]=2[C:8]([C:4]2[CH:3]=[C:2]([B:24]3[O:25][C:26]([CH3:28])([CH3:27])[C:22]([CH3:38])([CH3:21])[O:23]3)[CH:7]=[CH:6][CH:5]=2)=[CH:9][CH:10]=1. Given the reactants Br[C:2]1[CH:3]=[C:4]([C:8]2[C:13]3[S:14][C:15]4[CH:20]=[CH:19][CH:18]=[CH:17][C:16]=4[C:12]=3[CH:11]=[CH:10][CH:9]=2)[CH:5]=[CH:6][CH:7]=1.[CH3:21][C:22]1([CH3:38])[C:26]([CH3:28])([CH3:27])[O:25][B:24]([B:24]2[O:25][C:26]([CH3:28])([CH3:27])[C:22]([CH3:38])([CH3:21])[O:23]2)[O:23]1, predict the reaction product. (8) Given the reactants [Cl:1][C:2]1[CH:3]=[C:4]([CH:9]=[CH:10][N:11]=1)[C:5](OC)=[O:6].[BH4-].[Li+], predict the reaction product. The product is: [Cl:1][C:2]1[CH:3]=[C:4]([CH2:5][OH:6])[CH:9]=[CH:10][N:11]=1.